This data is from CYP2D6 inhibition data for predicting drug metabolism from PubChem BioAssay. The task is: Regression/Classification. Given a drug SMILES string, predict its absorption, distribution, metabolism, or excretion properties. Task type varies by dataset: regression for continuous measurements (e.g., permeability, clearance, half-life) or binary classification for categorical outcomes (e.g., BBB penetration, CYP inhibition). Dataset: cyp2d6_veith. (1) The drug is S=C(NCc1ccccn1)Nc1cccc(Cl)c1. The result is 0 (non-inhibitor). (2) The molecule is C/C(=N\NC(N)=O)c1ccc(Cl)cc1. The result is 0 (non-inhibitor). (3) The molecule is COC(=O)[C@@]1(Cc2ccc(OC)cc2)[C@H]2c3cc(C(=O)N4CCCC4)n(Cc4ccc(OC)c(OC)c4)c3C[C@H]2CN1C(=O)c1ccccc1. The result is 0 (non-inhibitor). (4) The drug is COc1ccc(-n2c(=O)c(C)nc3cnc(N4CCOCC4)nc32)cc1. The result is 0 (non-inhibitor). (5) The result is 0 (non-inhibitor). The compound is CO[C@@H]1COC(=O)C/C=C\[C@H](C)COC(=O)[C@H](Cc2ccccc2)NC(=O)C/C=C\[C@H]1C. (6) The drug is COc1ccccc1COC(=O)Nc1c(C)nn(C)c1Cl. The result is 0 (non-inhibitor).